This data is from Full USPTO retrosynthesis dataset with 1.9M reactions from patents (1976-2016). The task is: Predict the reactants needed to synthesize the given product. (1) Given the product [ClH:28].[NH:1]1[C:5]2[CH2:6][NH:7][CH2:8][CH2:9][C:4]=2[C:3]([C:10]([N:12]2[CH2:17][CH2:16][CH:15]([C:18]3[CH:23]=[CH:22][CH:21]=[CH:20][C:19]=3[C:24]([F:27])([F:26])[F:25])[CH2:14][CH2:13]2)=[O:11])=[N:2]1, predict the reactants needed to synthesize it. The reactants are: [NH:1]1[C:5]2[CH2:6][NH:7][CH2:8][CH2:9][C:4]=2[C:3]([C:10]([N:12]2[CH2:17][CH2:16][CH:15]([C:18]3[CH:23]=[CH:22][CH:21]=[CH:20][C:19]=3[C:24]([F:27])([F:26])[F:25])[CH2:14][CH2:13]2)=[O:11])=[N:2]1.[ClH:28]. (2) Given the product [CH2:1]([C:3]1[N:7]([C:8]2[N:16]=[C:15]3[C:11]([N:12]=[C:13]([CH2:18][CH:19]4[CH2:20][CH2:21][N:22]([C:35](=[O:39])[CH:36]([CH3:38])[CH3:37])[CH2:23][CH2:24]4)[N:14]3[CH3:17])=[C:10]([N:25]3[CH2:26][CH2:27][O:28][CH2:29][CH2:30]3)[N:9]=2)[C:6]2[CH:31]=[CH:32][CH:33]=[CH:34][C:5]=2[N:4]=1)[CH3:2], predict the reactants needed to synthesize it. The reactants are: [CH2:1]([C:3]1[N:7]([C:8]2[N:16]=[C:15]3[C:11]([N:12]=[C:13]([CH2:18][CH:19]4[CH2:24][CH2:23][NH:22][CH2:21][CH2:20]4)[N:14]3[CH3:17])=[C:10]([N:25]3[CH2:30][CH2:29][O:28][CH2:27][CH2:26]3)[N:9]=2)[C:6]2[CH:31]=[CH:32][CH:33]=[CH:34][C:5]=2[N:4]=1)[CH3:2].[C:35](Cl)(=[O:39])[CH:36]([CH3:38])[CH3:37].CCN(CC)CC.